This data is from Full USPTO retrosynthesis dataset with 1.9M reactions from patents (1976-2016). The task is: Predict the reactants needed to synthesize the given product. (1) Given the product [O:6]=[C:2]([CH3:1])[CH2:3][C:4]([NH:20][C:17]1[CH:16]=[CH:15][C:14]([NH:13][C:7]2[CH:12]=[CH:11][CH:10]=[CH:9][CH:8]=2)=[CH:19][CH:18]=1)=[O:5], predict the reactants needed to synthesize it. The reactants are: [CH2:1]=[C:2]1[O:6][C:4](=[O:5])[CH2:3]1.[C:7]1([NH:13][C:14]2[CH:19]=[CH:18][C:17]([NH2:20])=[CH:16][CH:15]=2)[CH:12]=[CH:11][CH:10]=[CH:9][CH:8]=1. (2) Given the product [Br:1][C:2]1[CH:8]=[CH:7][C:5]([NH:6][NH2:9])=[CH:4][CH:3]=1, predict the reactants needed to synthesize it. The reactants are: [Br:1][C:2]1[CH:8]=[CH:7][C:5]([NH2:6])=[CH:4][CH:3]=1.[N:9]([O-])=O.[Na+].[Sn](Cl)(Cl)(Cl)Cl.[OH-].[Na+]. (3) Given the product [Br:1][C:2]1[CH:3]=[C:4]2[C:9](=[C:10]([OH:12])[CH:11]=1)[N:8]=[CH:7][NH:6][C:5]2=[O:14], predict the reactants needed to synthesize it. The reactants are: [Br:1][C:2]1[CH:3]=[C:4]2[C:9](=[C:10]([O:12]C)[CH:11]=1)[N:8]=[CH:7][NH:6][C:5]2=[O:14].Br. (4) Given the product [C:17]([N:4]1[CH2:5][C@@H:6]([CH3:16])[N:7]([CH2:9][C:10]2[CH:15]=[CH:14][CH:13]=[CH:12][CH:11]=2)[CH2:8][C@@H:3]1[CH2:1][CH3:2])([O:19][C:20]([CH3:23])([CH3:22])[CH3:21])=[O:18], predict the reactants needed to synthesize it. The reactants are: [CH2:1]([C@H:3]1[CH2:8][N:7]([CH2:9][C:10]2[CH:15]=[CH:14][CH:13]=[CH:12][CH:11]=2)[C@H:6]([CH3:16])[CH2:5][NH:4]1)[CH3:2].[C:17](O[C:17]([O:19][C:20]([CH3:23])([CH3:22])[CH3:21])=[O:18])([O:19][C:20]([CH3:23])([CH3:22])[CH3:21])=[O:18]. (5) The reactants are: [CH3:1][C:2]1[N:19]([S:20]([C:23]2[CH:29]=[CH:28][C:26]([CH3:27])=[CH:25][CH:24]=2)(=[O:22])=[O:21])[C:5]2=[N:6][CH:7]=[C:8]([NH:10][NH:11]C(OC(C)(C)C)=O)[N:9]=[C:4]2[CH:3]=1.Cl. Given the product [NH:10]([C:8]1[N:9]=[C:4]2[CH:3]=[C:2]([CH3:1])[N:19]([S:20]([C:23]3[CH:29]=[CH:28][C:26]([CH3:27])=[CH:25][CH:24]=3)(=[O:21])=[O:22])[C:5]2=[N:6][CH:7]=1)[NH2:11], predict the reactants needed to synthesize it. (6) Given the product [C:14]([O:18][C:19]([N:21]1[CH:26]2[CH2:27][CH2:28][CH:22]1[CH2:23][C:24]([OH:29])([C:5]1[N:6]=[CH:2][S:3][CH:4]=1)[CH2:25]2)=[O:20])([CH3:17])([CH3:15])[CH3:16], predict the reactants needed to synthesize it. The reactants are: Br[C:2]1[S:3][CH:4]=[C:5](Br)[N:6]=1.C([Li])CCC.[Cl-].[C:14]([O:18][C:19]([N:21]1[CH:26]2[CH2:27][CH2:28][CH:22]1[CH2:23][C:24](=[O:29])[CH2:25]2)=[O:20])([CH3:17])([CH3:16])[CH3:15].[Cl-].[NH4+]. (7) Given the product [CH3:7][O:8][CH2:9][C@H:10]1[CH2:14][CH2:13][CH2:12][N:11]1[S:15]([C:18]1[CH:19]=[C:20]2[C:24](=[CH:25][CH:26]=1)[N:23]([CH2:34][C:35]([CH3:39])([CH3:38])[C:36]#[N:37])[C:22](=[O:27])[C:21]12[O:32][CH2:31][CH2:30][CH2:29][O:28]1)(=[O:17])=[O:16], predict the reactants needed to synthesize it. The reactants are: CC(C)([O-])C.[K+].[CH3:7][O:8][CH2:9][C@H:10]1[CH2:14][CH2:13][CH2:12][N:11]1[S:15]([C:18]1[CH:19]=[C:20]2[C:24](=[CH:25][CH:26]=1)[NH:23][C:22](=[O:27])[C:21]12[O:32][CH2:31][CH2:30][CH2:29][O:28]1)(=[O:17])=[O:16].Cl[CH2:34][C:35]([CH3:39])([CH3:38])[C:36]#[N:37].O.